From a dataset of NCI-60 drug combinations with 297,098 pairs across 59 cell lines. Regression. Given two drug SMILES strings and cell line genomic features, predict the synergy score measuring deviation from expected non-interaction effect. (1) Drug 1: CC1CCC2CC(C(=CC=CC=CC(CC(C(=O)C(C(C(=CC(C(=O)CC(OC(=O)C3CCCCN3C(=O)C(=O)C1(O2)O)C(C)CC4CCC(C(C4)OC)O)C)C)O)OC)C)C)C)OC. Drug 2: C#CCC(CC1=CN=C2C(=N1)C(=NC(=N2)N)N)C3=CC=C(C=C3)C(=O)NC(CCC(=O)O)C(=O)O. Cell line: NCI/ADR-RES. Synergy scores: CSS=16.0, Synergy_ZIP=-6.41, Synergy_Bliss=-6.75, Synergy_Loewe=-1.31, Synergy_HSA=-0.433. (2) Drug 1: CC12CCC3C(C1CCC2=O)CC(=C)C4=CC(=O)C=CC34C. Drug 2: C1=C(C(=O)NC(=O)N1)F. Cell line: K-562. Synergy scores: CSS=72.2, Synergy_ZIP=-4.52, Synergy_Bliss=-5.91, Synergy_Loewe=-4.62, Synergy_HSA=-4.22. (3) Drug 1: C1=NC2=C(N=C(N=C2N1C3C(C(C(O3)CO)O)F)Cl)N. Drug 2: C1=CN(C=N1)CC(O)(P(=O)(O)O)P(=O)(O)O. Cell line: SF-295. Synergy scores: CSS=0.542, Synergy_ZIP=0.441, Synergy_Bliss=-1.62, Synergy_Loewe=-2.83, Synergy_HSA=-3.60.